From a dataset of Full USPTO retrosynthesis dataset with 1.9M reactions from patents (1976-2016). Predict the reactants needed to synthesize the given product. (1) Given the product [C:27]([O:26][C:25]([NH:24][CH2:23][CH2:22][N:2]([CH2:3][CH2:4][C:5]1[C:13]2[S:12][C:11](=[O:14])[NH:10][C:9]=2[C:8]([OH:15])=[CH:7][CH:6]=1)[C:37](=[O:38])[O:39][CH2:40][C:41]1[CH:46]=[CH:45][CH:44]=[CH:43][CH:42]=1)=[O:31])([CH3:30])([CH3:29])[CH3:28], predict the reactants needed to synthesize it. The reactants are: Br.[NH2:2][CH2:3][CH2:4][C:5]1[C:13]2[S:12][C:11](=[O:14])[NH:10][C:9]=2[C:8]([OH:15])=[CH:7][CH:6]=1.C(=O)([O-])O.[Na+].O=[CH:22][CH2:23][NH:24][C:25](=[O:31])[O:26][C:27]([CH3:30])([CH3:29])[CH3:28].C([BH3-])#N.[Na+].Cl[C:37]([O:39][CH2:40][C:41]1[CH:46]=[CH:45][CH:44]=[CH:43][CH:42]=1)=[O:38]. (2) Given the product [CH:1]([NH:4][C:5]([C@@H:7]1[CH2:12][CH2:11][C@H:10]([N:13]2[C:21]3[CH:20]=[C:19]([O:22][CH2:23][CH2:24][N:25]4[CH2:30][CH2:29][CH2:28][CH2:27][CH2:26]4)[N:18]=[CH:17][C:16]=3[NH:15]/[C:14]/2=[N:31]\[C:32]([N:34]2[CH2:35][CH2:36][CH2:38][CH2:39]2)=[O:33])[CH2:9][CH2:8]1)=[O:6])([CH3:2])[CH3:3], predict the reactants needed to synthesize it. The reactants are: [CH:1]([NH:4][C:5]([C@@H:7]1[CH2:12][CH2:11][C@H:10]([N:13]2[C:21]3[CH:20]=[C:19]([O:22][CH2:23][CH2:24][N:25]4[CH2:30][CH2:29][CH2:28][CH2:27][CH2:26]4)[N:18]=[CH:17][C:16]=3[NH:15]/[C:14]/2=[N:31]\[C:32]([N:34]2[CH2:39][CH2:38]O[CH2:36][CH2:35]2)=[O:33])[CH2:9][CH2:8]1)=[O:6])([CH3:3])[CH3:2].N1CCCC1. (3) Given the product [F:15][C:16]1[CH:26]=[C:25]([NH:27][C:12]([C:6]2[O:7][C:8]([CH:9]([CH3:10])[CH3:11])=[C:4]([CH:1]([CH3:2])[CH3:3])[CH:5]=2)=[O:14])[CH:24]=[C:23]([F:28])[C:17]=1[C:18]([O:20][CH2:21][CH3:22])=[O:19], predict the reactants needed to synthesize it. The reactants are: [CH:1]([C:4]1[CH:5]=[C:6]([C:12]([OH:14])=O)[O:7][C:8]=1[CH:9]([CH3:11])[CH3:10])([CH3:3])[CH3:2].[F:15][C:16]1[CH:26]=[C:25]([NH2:27])[CH:24]=[C:23]([F:28])[C:17]=1[C:18]([O:20][CH2:21][CH3:22])=[O:19]. (4) Given the product [F:11][C:12]1[CH:17]=[C:16]([F:18])[CH:15]=[CH:14][C:13]=1[S:19]([NH:1][C:2]1[CH:6]=[CH:5][S:4][C:3]=1[C:7]([O:9][CH3:10])=[O:8])(=[O:21])=[O:20], predict the reactants needed to synthesize it. The reactants are: [NH2:1][C:2]1[CH:6]=[CH:5][S:4][C:3]=1[C:7]([O:9][CH3:10])=[O:8].[F:11][C:12]1[CH:17]=[C:16]([F:18])[CH:15]=[CH:14][C:13]=1[S:19](Cl)(=[O:21])=[O:20].N1C=CC=CC=1. (5) Given the product [Cl-:12].[NH2:11][C:9](=[O:10])[CH2:8][CH2:7][C:2]1[CH:3]=[CH:4][CH:5]=[CH:6][N+:1]=1[CH2:13][C:14](=[O:16])[CH3:15], predict the reactants needed to synthesize it. The reactants are: [N:1]1[CH:6]=[CH:5][CH:4]=[CH:3][C:2]=1[CH2:7][CH2:8][C:9]([NH2:11])=[O:10].[Cl:12][CH2:13][C:14](=[O:16])[CH3:15].C(OCC)(=O)C. (6) Given the product [F:9][C:8]([F:11])([F:10])[C:5]1[N:4]=[N:3][C:2]([NH2:13])=[CH:7][CH:6]=1, predict the reactants needed to synthesize it. The reactants are: Cl[C:2]1[N:3]=[N:4][C:5]([C:8]([F:11])([F:10])[F:9])=[CH:6][CH:7]=1.[OH-].[NH4+:13]. (7) Given the product [CH2:1]([O:3][C:4]([CH:6]1[N:16]([C:17]([O:19][C:20]([CH3:23])([CH3:22])[CH3:21])=[O:18])[CH2:15][C:9]2[N:10]=[CH:11][N:12]=[C:13]([O:24][C:25]3[CH:26]=[C:27]4[C:31](=[CH:32][CH:33]=3)[NH:30][CH:29]=[CH:28]4)[C:8]=2[CH2:7]1)=[O:5])[CH3:2], predict the reactants needed to synthesize it. The reactants are: [CH2:1]([O:3][C:4]([CH:6]1[N:16]([C:17]([O:19][C:20]([CH3:23])([CH3:22])[CH3:21])=[O:18])[CH2:15][C:9]2[N:10]=[CH:11][N:12]=[C:13](Cl)[C:8]=2[CH2:7]1)=[O:5])[CH3:2].[OH:24][C:25]1[CH:26]=[C:27]2[C:31](=[CH:32][CH:33]=1)[NH:30][CH:29]=[CH:28]2.C1CCN2C(=NCCC2)CC1. (8) Given the product [F:15][C:11]1[C:10]([O:16][CH2:17][C:18]2[CH:23]=[CH:22][CH:21]=[CH:20][CH:19]=2)=[C:9]([C:5]2[N:4]([CH2:24][CH2:25][C:26]3[CH:31]=[CH:30][CH:29]=[CH:28][CH:27]=3)[C:3](=[O:32])[C:2]([C:41]3[NH:40][CH:44]=[CH:43][CH:42]=3)=[C:7]([CH3:8])[N:6]=2)[CH:14]=[CH:13][CH:12]=1, predict the reactants needed to synthesize it. The reactants are: Br[C:2]1[C:3](=[O:32])[N:4]([CH2:24][CH2:25][C:26]2[CH:31]=[CH:30][CH:29]=[CH:28][CH:27]=2)[C:5]([C:9]2[CH:14]=[CH:13][CH:12]=[C:11]([F:15])[C:10]=2[O:16][CH2:17][C:18]2[CH:23]=[CH:22][CH:21]=[CH:20][CH:19]=2)=[N:6][C:7]=1[CH3:8].C([N:40]1[CH:44]=[CH:43][CH:42]=[C:41]1B(O)O)(OC(C)(C)C)=O.C(O)C.C(=O)([O-])[O-].[Na+].[Na+]. (9) Given the product [C:10]([C:9]1[CH:8]=[CH:7][C:6]2[CH:20]=[C:15]([C:16]([O:18][CH3:19])=[O:17])[S:14][C:3]=2[CH:2]=1)#[N:11], predict the reactants needed to synthesize it. The reactants are: Cl[C:2]1[C:9]([C:10]#[N:11])=[CH:8][CH:7]=[CH:6][C:3]=1C=O.[H-].[Na+].[SH:14][CH2:15][C:16]([O:18][CH3:19])=[O:17].[CH3:20]S(Cl)(=O)=O.